Task: Predict which catalyst facilitates the given reaction.. Dataset: Catalyst prediction with 721,799 reactions and 888 catalyst types from USPTO (1) Reactant: [C:1]([O:5][C:6]([NH:8][CH2:9][C@@H:10]1[O:15][C:14]2[N:16]=[CH:17][C:18]([C:20]([O:22]C)=[O:21])=[CH:19][C:13]=2[NH:12][C:11]1=[O:24])=[O:7])([CH3:4])([CH3:3])[CH3:2].[OH-].[Na+].Cl. Product: [C:1]([O:5][C:6]([NH:8][CH2:9][C@@H:10]1[O:15][C:14]2[N:16]=[CH:17][C:18]([C:20]([OH:22])=[O:21])=[CH:19][C:13]=2[NH:12][C:11]1=[O:24])=[O:7])([CH3:4])([CH3:2])[CH3:3]. The catalyst class is: 193. (2) Reactant: [CH2:1]([O:3][C:4](=[O:18])[CH2:5][CH:6]1[O:10][B:9]([OH:11])[C:8]2[CH:12]=[C:13]([OH:17])[CH:14]=[C:15]([CH3:16])[C:7]1=2)[CH3:2].Br[C:20]1[S:24][C:23]([C:25]#[N:26])=[N:22][N:21]=1.C(=O)([O-])[O-].[K+].[K+]. Product: [CH2:1]([O:3][C:4](=[O:18])[CH2:5][CH:6]1[O:10][B:9]([OH:11])[C:8]2[CH:12]=[C:13]([O:17][C:20]3[S:24][C:23]([C:25]#[N:26])=[N:22][N:21]=3)[CH:14]=[C:15]([CH3:16])[C:7]1=2)[CH3:2]. The catalyst class is: 47.